This data is from hERG Central: cardiac toxicity at 1µM, 10µM, and general inhibition. The task is: Predict hERG channel inhibition at various concentrations. (1) The compound is CCc1ccc(OCC(=O)NCCN(C)C)c(Br)c1. Results: hERG_inhib (hERG inhibition (general)): blocker. (2) The molecule is Cc1ccccc1-n1nnnc1SCC(=O)NCC1(N2CCCCC2)CCCCC1. Results: hERG_inhib (hERG inhibition (general)): blocker.